Predict which catalyst facilitates the given reaction. From a dataset of Catalyst prediction with 721,799 reactions and 888 catalyst types from USPTO. (1) Reactant: [N+:1]([CH2:4][CH2:5][O:6][CH:7]1[CH2:12][CH2:11][CH2:10][CH2:9][O:8]1)([O-:3])=O.[CH2:13]([O:15][C:16](=[O:26])[C:17]#[C:18][C:19]1[CH:24]=[CH:23][CH:22]=[CH:21][C:20]=1[Cl:25])[CH3:14].C1(N=C=O)C=CC(N=C=O)=CC=1.C(N(CC)CC)C. Product: [CH2:13]([O:15][C:16]([C:17]1[C:4]([CH2:5][O:6][CH:7]2[CH2:12][CH2:11][CH2:10][CH2:9][O:8]2)=[N:1][O:3][C:18]=1[C:19]1[CH:24]=[CH:23][CH:22]=[CH:21][C:20]=1[Cl:25])=[O:26])[CH3:14]. The catalyst class is: 11. (2) Reactant: [CH3:1][CH:2]([C:4]1[N:8]([CH2:9][CH2:10][C@@H:11]([OH:19])[CH2:12][C@@H:13]([OH:18])[CH2:14][C:15]([O-:17])=[O:16])[C:7]([C:20]2[CH:25]=[CH:24][C:23]([F:26])=[CH:22][CH:21]=2)=[C:6]([C:27]2[CH:32]=[CH:31][CH:30]=[CH:29][CH:28]=2)[C:5]=1[C:33]([NH:35][C:36]1[CH:41]=[CH:40][CH:39]=[CH:38][CH:37]=1)=[O:34])[CH3:3].[Na+].O.O.C([O-])(=O)C.[Ca+2:49].C([O-])(=O)C. Product: [CH3:3][CH:2]([C:4]1[N:8]([CH2:9][CH2:10][C@@H:11]([OH:19])[CH2:12][C@@H:13]([OH:18])[CH2:14][C:15]([O-:17])=[O:16])[C:7]([C:20]2[CH:21]=[CH:22][C:23]([F:26])=[CH:24][CH:25]=2)=[C:6]([C:27]2[CH:28]=[CH:29][CH:30]=[CH:31][CH:32]=2)[C:5]=1[C:33]([NH:35][C:36]1[CH:37]=[CH:38][CH:39]=[CH:40][CH:41]=1)=[O:34])[CH3:1].[CH3:3][CH:2]([C:4]1[N:8]([CH2:9][CH2:10][C@@H:11]([OH:19])[CH2:12][C@@H:13]([OH:18])[CH2:14][C:15]([O-:17])=[O:16])[C:7]([C:20]2[CH:21]=[CH:22][C:23]([F:26])=[CH:24][CH:25]=2)=[C:6]([C:27]2[CH:28]=[CH:29][CH:30]=[CH:31][CH:32]=2)[C:5]=1[C:33]([NH:35][C:36]1[CH:37]=[CH:38][CH:39]=[CH:40][CH:41]=1)=[O:34])[CH3:1].[Ca+2:49]. The catalyst class is: 13. (3) Reactant: [CH3:1][C:2]1([CH3:8])[S:7][CH2:6][CH2:5][CH2:4][S:3]1.I([O-])(=O)(=O)=[O:10].[Na+]. Product: [CH3:1][C:2]1([CH3:8])[S:7][CH2:6][CH2:5][CH2:4][S:3]1=[O:10]. The catalyst class is: 24. (4) Reactant: [Cl:1][C:2]1[CH:3]=[CH:4][C:5]2[N:11]3[CH:12]=[CH:13][CH:14]=[C:10]3[C@@H:9]([CH2:15][CH2:16][C:17](O)=[O:18])[O:8][C@H:7]([C:20]3[CH:25]=[CH:24][CH:23]=[C:22]([O:26][CH3:27])[C:21]=3[O:28][CH3:29])[C:6]=2[CH:30]=1.[OH:31][C:32]1([CH2:38][C:39]([O:41][CH2:42][CH3:43])=[O:40])[CH2:37][CH2:36][NH:35][CH2:34][CH2:33]1.Cl.C(N=C=NCCCN(C)C)C.ON1C2C=CC=CC=2N=N1. Product: [Cl:1][C:2]1[CH:3]=[CH:4][C:5]2[N:11]3[CH:12]=[CH:13][CH:14]=[C:10]3[C@@H:9]([CH2:15][CH2:16][C:17]([N:35]3[CH2:34][CH2:33][C:32]([CH2:38][C:39]([O:41][CH2:42][CH3:43])=[O:40])([OH:31])[CH2:37][CH2:36]3)=[O:18])[O:8][C@H:7]([C:20]3[CH:25]=[CH:24][CH:23]=[C:22]([O:26][CH3:27])[C:21]=3[O:28][CH3:29])[C:6]=2[CH:30]=1. The catalyst class is: 4.